This data is from Reaction yield outcomes from USPTO patents with 853,638 reactions. The task is: Predict the reaction yield, written as a fraction of the theoretical maximum amount of product (1.0 means a 100% yield; for example, 0.34 means a 34% yield). (1) The yield is 0.810. The catalyst is O1CCCC1.C(OCC)(=O)C. The reactants are [Si:1]([O:8][C@@H:9]1[C@@:26]2([CH3:27])[C:13](=[CH:14][CH:15]=[C:16]3[C@@H:25]2[CH2:24][CH2:23][C@@:21]2([CH3:22])[C@H:17]3[CH2:18][CH:19]=[C:20]2[CH2:28][OH:29])[CH2:12][C@@H:11]([O:30][Si:31]([C:34]([CH3:37])([CH3:36])[CH3:35])([CH3:33])[CH3:32])[CH2:10]1)([C:4]([CH3:7])([CH3:6])[CH3:5])([CH3:3])[CH3:2].[H-].[Na+].Br[CH2:41][CH:42]1[O:46][C:43]1([CH3:45])[CH3:44]. The product is [Si:1]([O:8][C@@H:9]1[C@@:26]2([CH3:27])[C:13](=[CH:14][CH:15]=[C:16]3[C@@H:25]2[CH2:24][CH2:23][C@@:21]2([CH3:22])[C@H:17]3[CH2:18][CH:19]=[C:20]2[CH2:28][O:29][CH2:41][CH:42]2[O:46][C:43]2([CH3:45])[CH3:44])[CH2:12][C@@H:11]([O:30][Si:31]([C:34]([CH3:37])([CH3:36])[CH3:35])([CH3:32])[CH3:33])[CH2:10]1)([C:4]([CH3:7])([CH3:6])[CH3:5])([CH3:3])[CH3:2]. (2) The reactants are [OH:1][C:2]1[CH:7]=[CH:6][C:5]([C:8](=[C:21]2[CH2:26][C:25]([CH3:28])(C)[CH2:24][C:23](C)(C)[CH2:22]2)[C:9]2[CH:14]=[CH:13][C:12]([CH2:15][CH2:16]C(OC)=O)=[CH:11][CH:10]=2)=[CH:4][CH:3]=1.C(N(CC)[CH:35]([CH3:37])[CH3:36])(C)C.C([OH:45])CCC#C.[NH4+].[Cl-]. The catalyst is CN(C=O)C.Cl[Pd](Cl)([P](C1C=CC=CC=1)(C1C=CC=CC=1)C1C=CC=CC=1)[P](C1C=CC=CC=1)(C1C=CC=CC=1)C1C=CC=CC=1.[Cu]I.O. The product is [C:21]1(=[C:8]([C:9]2[CH:14]=[CH:13][C:12]([C:15]#[C:16][CH2:37][CH2:35][CH2:36][OH:45])=[CH:11][CH:10]=2)[C:5]2[CH:6]=[CH:7][C:2]([OH:1])=[CH:3][CH:4]=2)[CH2:22][CH2:23][CH2:24][CH2:28][CH2:25][CH2:26]1. The yield is 0.450. (3) The reactants are CN([CH:4]=[O:5])C.[CH3:6][C:7]1[C:15]([N+:16]([O-:18])=[O:17])=[CH:14][CH:13]=[CH:12][C:8]=1[C:9](O)=[O:10].IC. The catalyst is O. The product is [CH3:6][C:7]1[C:15]([N+:16]([O-:18])=[O:17])=[CH:14][CH:13]=[CH:12][C:8]=1[C:9]([O:5][CH3:4])=[O:10]. The yield is 1.00. (4) The reactants are [CH3:1][O:2][N:3]=[CH:4][C:5]1[CH:10]=[CH:9][CH:8]=[C:7]([F:11])[CH:6]=1.C([BH3-])#N.[Na+]. No catalyst specified. The product is [F:11][C:7]1[CH:6]=[C:5]([CH:10]=[CH:9][CH:8]=1)[CH2:4][NH:3][O:2][CH3:1]. The yield is 0.600. (5) The reactants are I[C:2]1[CH:3]=[C:4]([CH2:8][C@H:9]([NH:18][C:19](=[O:25])[O:20][C:21]([CH3:24])([CH3:23])[CH3:22])[C:10](=[O:17])[N:11]2[CH2:16][CH2:15][CH2:14][CH2:13][CH2:12]2)[CH:5]=[CH:6][CH:7]=1.[C:26]([O:32][C:33]([CH3:36])([CH3:35])[CH3:34])(=[O:31])[CH2:27][CH2:28][C:29]#[CH:30].C(N(CC)CC)C.C(Cl)Cl. The catalyst is CN(C=O)C.CCCCCC.C(OCC)(=O)C.[Cu]I.C1C=CC(P(C2C=CC=CC=2)[C-]2C=CC=C2)=CC=1.C1C=CC(P(C2C=CC=CC=2)[C-]2C=CC=C2)=CC=1.Cl[Pd]Cl.[Fe+2]. The product is [C:21]([O:20][C:19]([NH:18][C@H:9]([C:10](=[O:17])[N:11]1[CH2:16][CH2:15][CH2:14][CH2:13][CH2:12]1)[CH2:8][C:4]1[CH:3]=[C:2]([C:30]#[C:29][CH2:28][CH2:27][C:26]([O:32][C:33]([CH3:36])([CH3:35])[CH3:34])=[O:31])[CH:7]=[CH:6][CH:5]=1)=[O:25])([CH3:24])([CH3:23])[CH3:22]. The yield is 0.920. (6) The reactants are [CH3:1][O:2][C:3](=[O:21])[CH2:4][CH:5]1[CH2:14][C:13]2[C:8](=[CH:9][C:10]([C:15]#[C:16][CH2:17][CH2:18][NH2:19])=[CH:11][CH:12]=2)[NH:7][C:6]1=[O:20].[C:22](O[C:22]([O:24][C:25]([CH3:28])([CH3:27])[CH3:26])=[O:23])([O:24][C:25]([CH3:28])([CH3:27])[CH3:26])=[O:23].C(=O)([O-])[O-].[K+].[K+].CO. The catalyst is O1CCOCC1.O. The product is [CH3:1][O:2][C:3](=[O:21])[CH2:4][CH:5]1[CH2:14][C:13]2[C:8](=[CH:9][C:10]([C:15]#[C:16][CH2:17][CH2:18][NH:19][C:22]([O:24][C:25]([CH3:28])([CH3:27])[CH3:26])=[O:23])=[CH:11][CH:12]=2)[NH:7][C:6]1=[O:20]. The yield is 0.940.